This data is from Reaction yield outcomes from USPTO patents with 853,638 reactions. The task is: Predict the reaction yield, written as a fraction of the theoretical maximum amount of product (1.0 means a 100% yield; for example, 0.34 means a 34% yield). (1) The reactants are C([N:8]1[CH2:12][C@@H:11]([C:13]([N:15]2[CH2:19][C@@H:18]([N:20]([C@H:28]3[CH2:33][CH2:32][C@@H:31]([CH3:34])[CH2:30][CH2:29]3)[C:21]([C@@H:23]3[CH2:27][CH2:26][CH2:25][O:24]3)=[O:22])[CH2:17][C@H:16]2[C:35]([N:37]2[CH2:42][CH2:41][N:40]([CH3:43])[CH2:39][CH2:38]2)=[O:36])=[O:14])[C@H:10]([C:44]2[CH:49]=[CH:48][C:47]([Cl:50])=[CH:46][CH:45]=2)[CH2:9]1)(OC(C)(C)C)=O.Cl. The catalyst is C(Cl)Cl. The product is [Cl:50][C:47]1[CH:46]=[CH:45][C:44]([C@@H:10]2[CH2:9][NH:8][CH2:12][C@H:11]2[C:13]([N:15]2[C@H:16]([C:35]([N:37]3[CH2:38][CH2:39][N:40]([CH3:43])[CH2:41][CH2:42]3)=[O:36])[CH2:17][C@H:18]([N:20]([C@H:28]3[CH2:33][CH2:32][C@@H:31]([CH3:34])[CH2:30][CH2:29]3)[C:21]([C@@H:23]3[CH2:27][CH2:26][CH2:25][O:24]3)=[O:22])[CH2:19]2)=[O:14])=[CH:49][CH:48]=1. The yield is 0.998. (2) The reactants are CN1[C@@H]([C@H:12]2[O:21][C:19](=[O:20])[C:18]3[C:17]([O:22][CH3:23])=[C:16]([O:24][CH3:25])[CH:15]=[CH:14][C:13]2=3)C2C(OC)=C3OCOC3=CC=2CC1.N1C=CC=CC=1.ICl.N. The catalyst is C(#N)C. The product is [CH3:25][O:24][C:16]1[C:17]([O:22][CH3:23])=[C:18]2[C:13]([CH2:12][O:21][C:19]2=[O:20])=[CH:14][CH:15]=1. The yield is 0.760. (3) The catalyst is N1C=CC=CC=1.CN(C1C=CN=CC=1)C.C(Cl)Cl. The yield is 0.960. The reactants are [CH2:1]([O:8][CH2:9][C:10]([NH:12][C@H:13]1[C@@H:19]([OH:20])[C@H:18]([OH:21])[C@@H:17]([CH2:22][OH:23])[O:16][CH:14]1[OH:15])=[O:11])[C:2]1[CH:7]=[CH:6][CH:5]=[CH:4][CH:3]=1.C(O[C:28](=[O:30])[CH3:29])(=O)C. The product is [C:1]([O:15][CH:14]1[O:16][C@H:17]([CH2:22][O:23][C:28](=[O:30])[CH3:29])[C@@H:18]([O:21][C:14](=[O:15])[CH3:13])[C@H:19]([O:20][C:10](=[O:11])[CH3:9])[C@@H:13]1[NH:12][C:10](=[O:11])[CH2:9][O:8][CH2:1][C:2]1[CH:7]=[CH:6][CH:5]=[CH:4][CH:3]=1)(=[O:8])[CH3:2]. (4) The reactants are [CH3:1][O-:2].[Na+].[CH:4]1([C:7]2[C:8](=[O:32])[NH:9][C:10](/[C:13](/[C:21]3[CH:26]=[CH:25][C:24]([S:27]([CH3:30])(=[O:29])=[O:28])=[C:23](F)[CH:22]=3)=[CH:14]/[C@H:15]3[CH2:19][CH2:18][C:17](=[O:20])[NH:16]3)=[CH:11][CH:12]=2)[CH2:6][CH2:5]1.O. The catalyst is CO. The product is [CH:4]1([C:7]2[C:8](=[O:32])[NH:9][C:10](/[C:13](/[C:21]3[CH:26]=[CH:25][C:24]([S:27]([CH3:30])(=[O:29])=[O:28])=[C:23]([O:2][CH3:1])[CH:22]=3)=[CH:14]/[C@H:15]3[CH2:19][CH2:18][C:17](=[O:20])[NH:16]3)=[CH:11][CH:12]=2)[CH2:6][CH2:5]1. The yield is 0.650. (5) The reactants are [C:1]1([CH:13]2[CH2:18][CH2:17][CH2:16][N:15]([C:19]([O:21]CC3C=CC=CC=3)=O)[CH2:14]2)[N:2]=[CH:3][N:4]2[C:9]=1[C:8]1[CH:10]=[CH:11][NH:12][C:7]=1[N:6]=[CH:5]2.[C:29]([CH2:31]C(O)=O)#[N:30].F[P-](F)(F)(F)(F)F.N1(OC(N(C)C)=[N+](C)C)C2N=CC=CC=2N=N1.C(N(CC)C(C)C)(C)C. The catalyst is C(O)C.[OH-].[Pd+2].[OH-].[C].C(Cl)(Cl)Cl.CO.O. The product is [C:1]1([CH:13]2[CH2:18][CH2:17][CH2:16][N:15]([C:19](=[O:21])[CH2:31][C:29]#[N:30])[CH2:14]2)[N:2]=[CH:3][N:4]2[C:9]=1[C:8]1[CH:10]=[CH:11][NH:12][C:7]=1[N:6]=[CH:5]2. The yield is 0.110. (6) The reactants are O[C:2]1[CH:7]=[CH:6][C:5]([CH:8]([C:15]2[CH:20]=[CH:19][CH:18]=[CH:17][CH:16]=2)[CH2:9][C:10]([O:12]CC)=[O:11])=[CH:4][CH:3]=1.[CH3:21][O:22]/[N:23]=[C:24](/[C:35]1[CH:40]=[CH:39][CH:38]=[CH:37][CH:36]=1)\[CH2:25][O:26][C:27]1[CH:32]=[CH:31][C:30]([CH2:33][OH:34])=[CH:29][CH:28]=1. No catalyst specified. The product is [CH3:21][O:22]/[N:23]=[C:24](/[C:35]1[CH:40]=[CH:39][CH:38]=[CH:37][CH:36]=1)\[CH2:25][O:26][C:27]1[CH:32]=[CH:31][C:30]([CH2:33][O:34][C:18]2[CH:17]=[CH:16][C:15]([CH:8]([C:5]3[CH:6]=[CH:7][CH:2]=[CH:3][CH:4]=3)[CH2:9][C:10]([OH:12])=[O:11])=[CH:20][CH:19]=2)=[CH:29][CH:28]=1. The yield is 0.182.